This data is from Forward reaction prediction with 1.9M reactions from USPTO patents (1976-2016). The task is: Predict the product of the given reaction. The product is: [Br:1][C:2]1[CH:7]=[CH:6][C:5]([O:8][CH2:17][CH2:18][N:19]2[CH2:24][CH2:23][CH2:22][CH2:21][CH2:20]2)=[CH:4][CH:3]=1. Given the reactants [Br:1][C:2]1[CH:7]=[CH:6][C:5]([OH:8])=[CH:4][CH:3]=1.C([O-])([O-])=O.[K+].[K+].Cl.Cl[CH2:17][CH2:18][N:19]1[CH2:24][CH2:23][CH2:22][CH2:21][CH2:20]1, predict the reaction product.